From a dataset of Catalyst prediction with 721,799 reactions and 888 catalyst types from USPTO. Predict which catalyst facilitates the given reaction. (1) Reactant: [CH:1]12[CH2:13][CH2:12][CH:8]([CH2:9][NH:10][CH2:11]1)[C:7]1[C:2]2=[CH:3][C:4]([NH:14][C:15]2[N:20]=[C:19]([NH:21][C@@H:22]3[CH2:27][CH2:26][CH2:25][CH2:24][C@H:23]3[NH:28][S:29]([CH3:32])(=[O:31])=[O:30])[C:18]([Cl:33])=[CH:17][N:16]=2)=[CH:5][CH:6]=1.C(N(CC)CC)C.[C:41](Cl)(=[O:43])[CH3:42]. Product: [C:41]([N:10]1[CH2:11][CH:1]2[CH2:13][CH2:12][CH:8]([C:7]3[C:2]2=[CH:3][C:4]([NH:14][C:15]2[N:20]=[C:19]([NH:21][C@@H:22]4[CH2:27][CH2:26][CH2:25][CH2:24][C@H:23]4[NH:28][S:29]([CH3:32])(=[O:31])=[O:30])[C:18]([Cl:33])=[CH:17][N:16]=2)=[CH:5][CH:6]=3)[CH2:9]1)(=[O:43])[CH3:42]. The catalyst class is: 4. (2) Reactant: [F:1][C:2]1[C:3]([O:21][CH3:22])=[C:4]([O:19][CH3:20])[CH:5]=[C:6]2[C:11]=1[N:10]=[C:9]([N:12]1[CH2:17][CH2:16][NH:15][CH2:14][CH2:13]1)[N:8]=[C:7]2[NH2:18].C([O:27][C:28]([CH2:30][CH:31]([C:37]1[CH:42]=[CH:41][CH:40]=[CH:39][CH:38]=1)[C@@H:32]([NH2:36])C(O)=O)=O)(C)(C)C.C(O)(C(F)(F)F)=O. Product: [NH2:36][CH2:32][C@@H:31]([C:37]1[CH:42]=[CH:41][CH:40]=[CH:39][CH:38]=1)[CH2:30][C:28]([N:15]1[CH2:16][CH2:17][N:12]([C:9]2[N:8]=[C:7]([NH2:18])[C:6]3[C:11](=[C:2]([F:1])[C:3]([O:21][CH3:22])=[C:4]([O:19][CH3:20])[CH:5]=3)[N:10]=2)[CH2:13][CH2:14]1)=[O:27]. The catalyst class is: 85. (3) Product: [CH2:1]([N:3]1[CH2:4][CH2:5][CH:6]([CH2:9][C:10]2[N:15]3[N:16]=[C:17]([NH:19][C:20]4[CH:21]=[CH:22][C:23]([C:26]([F:28])([F:27])[F:29])=[CH:24][CH:25]=4)[N:18]=[C:14]3[CH:13]=[CH:12][CH:11]=2)[CH2:7][CH2:8]1)[CH3:2].[F:29][C:26]([F:27])([F:28])[C:23]1[CH:24]=[CH:25][C:20]([NH:19][C:17]2[N:18]=[C:14]3[CH:13]=[CH:12][CH:11]=[CH:10][N:15]3[N:16]=2)=[CH:21][CH:22]=1. Reactant: [CH2:1]([N:3]1[CH2:8][CH2:7][CH:6]([CH2:9][C:10]2[N:15]3[N:16]=[C:17]([NH:19][C:20]4[CH:25]=[CH:24][C:23]([C:26]([F:29])([F:28])[F:27])=[CH:22][CH:21]=4)[N:18]=[C:14]3[CH:13]=[CH:12][CH:11]=2)[CH2:5][CH2:4]1)[CH3:2].C(N1CCC(=C)CC1)C1C=CC=CC=1.C(O)(=O)C. The catalyst class is: 29. (4) Reactant: [CH2:1]([NH:3][C:4](=[O:29])[NH:5][C:6]1[CH:27]=[CH:26][C:9]([O:10][C:11]2[C:20]3[C:15](=[CH:16][C:17]([O:24][CH3:25])=[C:18]([C:21]([OH:23])=O)[CH:19]=3)[N:14]=[CH:13][CH:12]=2)=[CH:8][C:7]=1[F:28])[CH3:2].[CH2:30]([O:32][CH2:33][CH2:34][NH2:35])[CH3:31].F[P-](F)(F)(F)(F)F.N1(O[P+](N(C)C)(N(C)C)N(C)C)C2C=CC=CC=2N=N1. Product: [CH2:30]([O:32][CH2:33][CH2:34][NH:35][C:21]([C:18]1[CH:19]=[C:20]2[C:15](=[CH:16][C:17]=1[O:24][CH3:25])[N:14]=[CH:13][CH:12]=[C:11]2[O:10][C:9]1[CH:26]=[CH:27][C:6]([NH:5][C:4]([NH:3][CH2:1][CH3:2])=[O:29])=[C:7]([F:28])[CH:8]=1)=[O:23])[CH3:31]. The catalyst class is: 66. (5) Reactant: Cl[C:2]1[N:3]([C:13]2[CH:18]=[CH:17][CH:16]=[CH:15][CH:14]=2)[C:4]2[C:9]([C:10]=1[CH:11]=[O:12])=[CH:8][CH:7]=[CH:6][CH:5]=2.[OH:19][CH2:20][CH2:21][N:22]1[CH2:27][CH2:26][NH:25][CH2:24][CH2:23]1. Product: [OH:19][CH2:20][CH2:21][N:22]1[CH2:27][CH2:26][N:25]([C:2]2[N:3]([C:13]3[CH:18]=[CH:17][CH:16]=[CH:15][CH:14]=3)[C:4]3[C:9]([C:10]=2[CH:11]=[O:12])=[CH:8][CH:7]=[CH:6][CH:5]=3)[CH2:24][CH2:23]1. The catalyst class is: 38. (6) Reactant: [Cl:1][C:2]1[CH:3]=[CH:4][C:5]([N:13]2[CH:17]=[N:16][N:15]=[N:14]2)=[C:6](/[CH:8]=[CH:9]/[C:10]([OH:12])=[O:11])[CH:7]=1.[H-].[Na+].[CH3:20]OP(CC(OC)=O)(OC)=O.ClC1C=CC(N2C=NN=N2)=C(C=1)C=O.[Cl-].[NH4+]. Product: [CH3:20][O:11][C:10](=[O:12])/[CH:9]=[CH:8]/[C:6]1[CH:7]=[C:2]([Cl:1])[CH:3]=[CH:4][C:5]=1[N:13]1[CH:17]=[N:16][N:15]=[N:14]1. The catalyst class is: 49. (7) Reactant: [C:1]1([S:7]([C:10]([CH3:26])([CH3:25])[CH2:11][CH2:12][CH2:13][N:14]2[CH2:19][CH2:18][CH:17]([C:20](OCC)=O)[CH2:16][CH2:15]2)(=[O:9])=[O:8])[CH:6]=[CH:5][CH:4]=[CH:3][CH:2]=1.[H-].[CH2:28]([Al+]CC(C)C)C(C)C.[N+](=C(P(=O)(OC)OC)C(=O)C)=[N-].C(=O)([O-])[O-].[K+].[K+]. Product: [C:1]1([S:7]([C:10]([CH3:25])([CH3:26])[CH2:11][CH2:12][CH2:13][N:14]2[CH2:19][CH2:18][CH:17]([C:20]#[CH:28])[CH2:16][CH2:15]2)(=[O:9])=[O:8])[CH:6]=[CH:5][CH:4]=[CH:3][CH:2]=1. The catalyst class is: 4. (8) Reactant: [CH3:1][O:2][CH:3]([O:6][CH3:7])[CH2:4][NH2:5].[O-]S([O-])(=O)=O.[Mg+2].[CH:14]1[C:19]([CH:20]=O)=[CH:18][C:17]2[O:22][CH2:23][O:24][C:16]=2[CH:15]=1. Product: [CH2:23]1[O:24][C:16]2[CH:15]=[CH:14][C:19]([CH:20]=[N:5][CH2:4][CH:3]([O:6][CH3:7])[O:2][CH3:1])=[CH:18][C:17]=2[O:22]1. The catalyst class is: 146.